From a dataset of CYP1A2 inhibition data for predicting drug metabolism from PubChem BioAssay. Regression/Classification. Given a drug SMILES string, predict its absorption, distribution, metabolism, or excretion properties. Task type varies by dataset: regression for continuous measurements (e.g., permeability, clearance, half-life) or binary classification for categorical outcomes (e.g., BBB penetration, CYP inhibition). Dataset: cyp1a2_veith. (1) The molecule is CN(/C=C/C(=O)C(F)(F)F)Cc1ccccc1. The result is 0 (non-inhibitor). (2) The compound is C=CCn1c(SCc2ccc(C(=O)Nc3ccccc3)cc2)nnc1-c1ccccc1. The result is 1 (inhibitor). (3) The compound is COc1cccc([C@@H]2Oc3ccc(OC)cc3/C(=N/OC[C@@H](O)COCc3ccco3)[C@@H]2O)c1. The result is 0 (non-inhibitor). (4) The compound is OCCOCCN1CCN([C@@H](c2ccccc2)c2ccc(Cl)cc2)CC1. The result is 0 (non-inhibitor). (5) The result is 0 (non-inhibitor). The drug is CN1CCN(c2ccc([N+](=O)[O-])cc2NC(=O)c2ccccc2Cl)CC1.